This data is from Reaction yield outcomes from USPTO patents with 853,638 reactions. The task is: Predict the reaction yield, written as a fraction of the theoretical maximum amount of product (1.0 means a 100% yield; for example, 0.34 means a 34% yield). (1) The reactants are [CH2:1](N1C2N=CN=C(OC3C=CC(NC(NC(=O)CC4C=CC=CC=4)=S)=CC=3F)C=2C=C1)[C:2]1C=CC=CC=1.[F:38][C:39]1[CH:40]=[C:41]([NH:55][C:56]([NH:58][C:59](=[O:67])[CH2:60][C:61]2[CH:66]=[CH:65][CH:64]=[CH:63][CH:62]=2)=[S:57])[CH:42]=[CH:43][C:44]=1[O:45][C:46]1[CH:51]=[CH:50][N:49]=[C:48]2[CH:52]=[CH:53][S:54][C:47]=12.C1(C2(C(N=C=S)=O)CC2)C=CC=CC=1. No catalyst specified. The product is [F:38][C:39]1[CH:40]=[C:41]([NH:55][C:56]([NH:58][C:59]([C:60]2([C:61]3[CH:62]=[CH:63][CH:64]=[CH:65][CH:66]=3)[CH2:2][CH2:1]2)=[O:67])=[S:57])[CH:42]=[CH:43][C:44]=1[O:45][C:46]1[CH:51]=[CH:50][N:49]=[C:48]2[CH:52]=[CH:53][S:54][C:47]=12. The yield is 0.410. (2) The yield is 0.270. The product is [CH2:1]([O:8][C:9](=[O:50])[NH:10][C@H:11]([C:13](=[O:49])[NH:14][C@H:15]([C:26](=[O:48])[NH:27][C@@H:28]([CH2:41][C:42]1[CH:47]=[CH:46][CH:45]=[CH:44][CH:43]=1)[C:29]([C:31](=[O:40])[NH:32][CH2:33][C:34]1[CH:35]=[CH:36][CH:37]=[CH:38][CH:39]=1)=[O:30])[CH2:16][C:17]1[C:25]2[C:20](=[CH:21][CH:22]=[CH:23][CH:24]=2)[NH:19][CH:18]=1)[CH3:12])[C:2]1[CH:7]=[CH:6][CH:5]=[CH:4][CH:3]=1. The reactants are [CH2:1]([O:8][C:9](=[O:50])[NH:10][C@H:11]([C:13](=[O:49])[NH:14][C@H:15]([C:26](=[O:48])[NH:27][C@@H:28]([CH2:41][C:42]1[CH:47]=[CH:46][CH:45]=[CH:44][CH:43]=1)[CH:29]([C:31](=[O:40])[NH:32][CH2:33][C:34]1[CH:39]=[CH:38][CH:37]=[CH:36][CH:35]=1)[OH:30])[CH2:16][C:17]1[C:25]2[C:20](=[CH:21][CH:22]=[CH:23][CH:24]=2)[NH:19][CH:18]=1)[CH3:12])[C:2]1[CH:7]=[CH:6][CH:5]=[CH:4][CH:3]=1.CC(OI1(OC(C)=O)(OC(C)=O)OC(=O)C2C=CC=CC1=2)=O. The catalyst is ClCCl.